From a dataset of Catalyst prediction with 721,799 reactions and 888 catalyst types from USPTO. Predict which catalyst facilitates the given reaction. (1) Reactant: [CH3:1][S:2]([OH:5])(=[O:4])=[O:3].[O:6]=[C:7]1[CH:16]2[CH2:17][CH:10]3[CH2:11][CH:12]([O:18][C:19]([C:21]4[C:29]5[C:24](=[CH:25][CH:26]=[CH:27][CH:28]=5)[NH:23][CH:22]=4)=[O:20])[CH2:13][CH:14]([CH2:15]2)[N:9]3[CH2:8]1. Product: [OH2:3].[CH3:1][S:2]([OH:5])(=[O:4])=[O:3].[O:6]=[C:7]1[CH:16]2[CH2:17][CH:10]3[CH2:11][CH:12]([O:18][C:19]([C:21]4[C:29]5[C:24](=[CH:25][CH:26]=[CH:27][CH:28]=5)[NH:23][CH:22]=4)=[O:20])[CH2:13][CH:14]([CH2:15]2)[N:9]3[CH2:8]1. The catalyst class is: 21. (2) Reactant: C(OC(=O)[N:7]([C:16]1[C:24]2[C:19](=[CH:20][N:21]=[CH:22][CH:23]=2)[S:18][C:17]=1[NH:25]C(OC(C)(C)C)=O)[C:8]1[CH:13]=[CH:12][C:11]([F:14])=[C:10]([Cl:15])[CH:9]=1)(C)(C)C.Cl.C(O)(C(F)(F)F)=O.O1CCOCC1. The catalyst class is: 168. Product: [ClH:15].[Cl:15][C:10]1[CH:9]=[C:8]([NH:7][C:16]2[C:24]3[C:19](=[CH:20][N:21]=[CH:22][CH:23]=3)[S:18][C:17]=2[NH2:25])[CH:13]=[CH:12][C:11]=1[F:14]. (3) Reactant: [Cl:1][C:2]1[CH:7]=[CH:6][C:5]([N:8]([C@H:12]2[C:21]3[C:16](=[CH:17][CH:18]=[CH:19][CH:20]=3)[N:15]([C:22](=[O:30])[C:23]3[CH:28]=[CH:27][C:26]([OH:29])=[CH:25][CH:24]=3)[C@@H:14]([CH3:31])[CH2:13]2)[C:9](=[O:11])[CH3:10])=[CH:4][CH:3]=1.C([O-])([O-])=O.[K+].[K+].Cl[CH2:39][CH:40]1[CH2:42][O:41]1. Product: [Cl:1][C:2]1[CH:3]=[CH:4][C:5]([N:8]([C@H:12]2[C:21]3[C:16](=[CH:17][CH:18]=[CH:19][CH:20]=3)[N:15]([C:22](=[O:30])[C:23]3[CH:24]=[CH:25][C:26]([O:29][CH2:39][CH:40]4[CH2:42][O:41]4)=[CH:27][CH:28]=3)[C@@H:14]([CH3:31])[CH2:13]2)[C:9](=[O:11])[CH3:10])=[CH:6][CH:7]=1. The catalyst class is: 3.